This data is from In vitro SARS-CoV-2 activity screen of 1,480 approved drugs from Prestwick library. The task is: Binary Classification. Given a drug SMILES string, predict its activity (active/inactive) in a high-throughput screening assay against a specified biological target. (1) The drug is CCCNCC(O)COc1ccccc1C(=O)CCc1ccccc1.Cl. The result is 0 (inactive). (2) The molecule is Cl.O=C(Nc1ccccc1)OCC(CN1CCCCC1)OC(=O)Nc1ccccc1. The result is 0 (inactive). (3) The molecule is C[C@]12C[C@H](O)[C@H]3[C@@H](CCC4=CC(=O)CC[C@@]43C)[C@@H]1CC[C@@H]2C(=O)CO. The result is 0 (inactive). (4) The compound is CC1CNc2c(cccc2S(=O)(=O)N[C@@H](CCCN=C(N)N)C(=O)N2CC[C@@H](C)C[C@@H]2C(=O)O)C1. The result is 0 (inactive). (5) The compound is COCCCC/C(=N\OCCN)c1ccc(C(F)(F)F)cc1.O=C(O)/C=C\C(=O)O. The result is 0 (inactive). (6) The molecule is NS(=O)(=O)c1cc2c(cc1Cl)NC(CC1CCCC1)NS2(=O)=O. The result is 0 (inactive).